This data is from Full USPTO retrosynthesis dataset with 1.9M reactions from patents (1976-2016). The task is: Predict the reactants needed to synthesize the given product. (1) Given the product [CH2:1]([NH:8][C:9](=[O:18])[C:10]1[CH:15]=[CH:14][C:13]([N:16]2[C:27]([OH:28])=[C:26]([N:24]3[CH:25]=[C:21]([C:19]#[N:20])[CH:22]=[N:23]3)[CH:32]=[N:17]2)=[N:12][CH:11]=1)[C:2]1[CH:3]=[CH:4][CH:5]=[CH:6][CH:7]=1, predict the reactants needed to synthesize it. The reactants are: [CH2:1]([NH:8][C:9](=[O:18])[C:10]1[CH:15]=[CH:14][C:13]([NH:16][NH2:17])=[N:12][CH:11]=1)[C:2]1[CH:7]=[CH:6][CH:5]=[CH:4][CH:3]=1.[C:19]([C:21]1[CH:22]=[N:23][N:24]([C:26](=[CH:32]N(C)C)[C:27](OCC)=[O:28])[CH:25]=1)#[N:20].Cl.CCN(C(C)C)C(C)C. (2) Given the product [CH2:24]([O:23][C:21]([N:10]1[CH2:9][C@H:8]([OH:12])[C@@H:7]([CH2:2][OH:1])[CH2:11]1)=[O:22])[C:25]1[CH:30]=[CH:29][CH:28]=[CH:27][CH:26]=1, predict the reactants needed to synthesize it. The reactants are: [OH:1][C@@H:2]([C@H:7]1[CH2:11][NH:10][CH2:9][C@@H:8]1[OH:12])[C@H](O)CO.C(N(CC)CC)C.Cl[C:21]([O:23][CH2:24][C:25]1[CH:30]=[CH:29][CH:28]=[CH:27][CH:26]=1)=[O:22].O1CCCC1.